From a dataset of Reaction yield outcomes from USPTO patents with 853,638 reactions. Predict the reaction yield, written as a fraction of the theoretical maximum amount of product (1.0 means a 100% yield; for example, 0.34 means a 34% yield). (1) The reactants are Br[C:2]1[CH:3]=[C:4]([C:11]([O:13][CH3:14])=[O:12])[S:5][C:6]=1[C:7]([F:10])([F:9])[F:8].[CH3:15][N:16]1[C:20](B2OC(C)(C)C(C)(C)O2)=[CH:19][CH:18]=[N:17]1.C([O-])([O-])=O.[K+].[K+]. The catalyst is O1CCOCC1.O.C1C=CC([P]([Pd]([P](C2C=CC=CC=2)(C2C=CC=CC=2)C2C=CC=CC=2)([P](C2C=CC=CC=2)(C2C=CC=CC=2)C2C=CC=CC=2)[P](C2C=CC=CC=2)(C2C=CC=CC=2)C2C=CC=CC=2)(C2C=CC=CC=2)C2C=CC=CC=2)=CC=1. The product is [CH3:15][N:16]1[C:20]([C:2]2[CH:3]=[C:4]([C:11]([O:13][CH3:14])=[O:12])[S:5][C:6]=2[C:7]([F:10])([F:9])[F:8])=[CH:19][CH:18]=[N:17]1. The yield is 0.700. (2) The reactants are Br[C:2]1[N:7]2[N:8]=[C:9]([NH:11][C:12]([C:14]3[O:15][CH:16]=[CH:17][CH:18]=3)=[O:13])[N:10]=[C:6]2[CH:5]=[CH:4][CH:3]=1.[CH:19]1([NH2:24])[CH2:23][CH2:22][CH2:21][CH2:20]1.C(N(C(C)C)CC)(C)C. The catalyst is C(O)CCC. The product is [CH:19]1([NH:24][C:2]2[N:7]3[N:8]=[C:9]([NH:11][C:12]([C:14]4[O:15][CH:16]=[CH:17][CH:18]=4)=[O:13])[N:10]=[C:6]3[CH:5]=[CH:4][CH:3]=2)[CH2:23][CH2:22][CH2:21][CH2:20]1. The yield is 0.460. (3) The reactants are [Si]([O:8][C@H:9]([C:39](=[O:41])[NH2:40])[CH2:10][C@H:11]1[CH2:22][CH2:21][C:20]2[S:19][C:18]3[N:17]=[CH:16][N:15]=[C:14]([O:23][CH:24]4[CH2:29][CH2:28][CH:27]([N:30](C)[C:31](=O)OC(C)(C)C)[CH2:26][CH2:25]4)[C:13]=3[C:12]1=2)(C(C)(C)C)(C)C.Cl.[NH4+].[OH-]. The catalyst is ClCCl. The product is [OH:8][C@@H:9]([CH2:10][C@H:11]1[CH2:22][CH2:21][C:20]2[S:19][C:18]3[N:17]=[CH:16][N:15]=[C:14]([O:23][CH:24]4[CH2:25][CH2:26][CH:27]([NH:30][CH3:31])[CH2:28][CH2:29]4)[C:13]=3[C:12]1=2)[C:39]([NH2:40])=[O:41]. The yield is 0.470. (4) The reactants are [Br:1][C:2]1[CH:7]=[CH:6][C:5]([S:8](Cl)(=O)=O)=[C:4]([C:12]([F:15])([F:14])[F:13])[CH:3]=1.Cl.C(CCP(CCC(O)=O)CCC(O)=O)(O)=O. The catalyst is O1CCOCC1.O. The product is [Br:1][C:2]1[CH:7]=[CH:6][C:5]([SH:8])=[C:4]([C:12]([F:15])([F:13])[F:14])[CH:3]=1. The yield is 0.940.